From a dataset of Full USPTO retrosynthesis dataset with 1.9M reactions from patents (1976-2016). Predict the reactants needed to synthesize the given product. (1) Given the product [CH:24]([C:27]1[CH:32]=[CH:31][CH:30]=[C:29]([CH:33]([CH3:34])[CH3:35])[C:28]=1[NH:36][C:37](=[O:38])[N:10]([C:7]1[CH:8]=[CH:9][C:4]([CH:1]([CH3:3])[CH3:2])=[CH:5][CH:6]=1)[CH2:11][C:12]1[CH:17]=[CH:16][C:15]([O:18][CH2:19][C:20]([F:21])([F:22])[F:23])=[CH:14][CH:13]=1)([CH3:25])[CH3:26], predict the reactants needed to synthesize it. The reactants are: [CH:1]([C:4]1[CH:9]=[CH:8][C:7]([NH:10][CH2:11][C:12]2[CH:17]=[CH:16][C:15]([O:18][CH2:19][C:20]([F:23])([F:22])[F:21])=[CH:14][CH:13]=2)=[CH:6][CH:5]=1)([CH3:3])[CH3:2].[CH:24]([C:27]1[CH:32]=[CH:31][CH:30]=[C:29]([CH:33]([CH3:35])[CH3:34])[C:28]=1[N:36]=[C:37]=[O:38])([CH3:26])[CH3:25]. (2) Given the product [Br:18][C:16]1[CH:17]=[C:12]([NH:10][C:7]2[CH:8]=[CH:9][N:4]3[CH:3]=[CH:2][N:1]=[C:5]3[N:6]=2)[C:13](=[O:20])[N:14]([CH3:19])[CH:15]=1, predict the reactants needed to synthesize it. The reactants are: [N:1]1[CH:2]=[CH:3][N:4]2[CH:9]=[CH:8][C:7]([NH2:10])=[N:6][C:5]=12.Br[C:12]1[C:13](=[O:20])[N:14]([CH3:19])[CH:15]=[C:16]([Br:18])[CH:17]=1.CC1(C)C2C(=C(P(C3C=CC=CC=3)C3C=CC=CC=3)C=CC=2)OC2C(P(C3C=CC=CC=3)C3C=CC=CC=3)=CC=CC1=2.C([O-])([O-])=O.[Cs+].[Cs+]. (3) Given the product [C:1]([C:5]1[N:6]=[C:7]([N:22]2[CH2:27][CH2:26][CH2:28][C@H:24]([OH:25])[CH2:23]2)[C:8]2[N:13]=[N:12][N:11]([CH2:14][C:15]3[CH:20]=[CH:19][CH:18]=[CH:17][C:16]=3[Cl:21])[C:9]=2[N:10]=1)([CH3:2])([CH3:3])[CH3:4], predict the reactants needed to synthesize it. The reactants are: [C:1]([C:5]1[N:6]=[C:7]([N:22]2[CH2:27][CH2:26][O:25][CH2:24][CH2:23]2)[C:8]2[N:13]=[N:12][N:11]([CH2:14][C:15]3[CH:20]=[CH:19][CH:18]=[CH:17][C:16]=3[Cl:21])[C:9]=2[N:10]=1)([CH3:4])([CH3:3])[CH3:2].[C:28](C1N=C(Cl)C2N=NN(CC3C=CC=CC=3Cl)C=2N=1)(C)(C)C.Cl.N1CCC[C@H](O)C1. (4) Given the product [CH2:1]([O:8][CH2:9][C:10]([N:15]([CH2:16][CH3:17])[CH2:13][CH3:14])=[O:11])[C:2]1[CH:7]=[CH:6][CH:5]=[CH:4][CH:3]=1, predict the reactants needed to synthesize it. The reactants are: [CH2:1]([O:8][CH2:9][C:10](Cl)=[O:11])[C:2]1[CH:7]=[CH:6][CH:5]=[CH:4][CH:3]=1.[CH2:13]([NH:15][CH2:16][CH3:17])[CH3:14]. (5) Given the product [NH:1]1[C:9]2[C:4](=[CH:5][CH:6]=[CH:7][CH:8]=2)[CH:3]=[C:2]1[C:10]([NH2:14])=[O:12], predict the reactants needed to synthesize it. The reactants are: [NH:1]1[C:9]2[C:4](=[CH:5][CH:6]=[CH:7][CH:8]=2)[CH:3]=[C:2]1[C:10]([OH:12])=O.C[N:14](C(ON1N=NC2C=CC=NC1=2)=[N+](C)C)C.F[P-](F)(F)(F)(F)F.CCN(CC)CC. (6) The reactants are: Cl[C:2]1[CH:7]=[C:6]([O:8][CH3:9])[N:5]=[C:4]([S:10][CH3:11])[N:3]=1.[C:12]1([S:18]([N:21]2[C:25]3=[N:26][CH:27]=[CH:28][CH:29]=[C:24]3[C:23](B3OC(C)(C)C(C)(C)O3)=[CH:22]2)(=[O:20])=[O:19])[CH:17]=[CH:16][CH:15]=[CH:14][CH:13]=1.C(=O)([O-])[O-].[K+].[K+]. Given the product [CH3:9][O:8][C:6]1[N:5]=[C:4]([S:10][CH3:11])[N:3]=[C:2]([C:23]2[C:24]3[C:25](=[N:26][CH:27]=[CH:28][CH:29]=3)[N:21]([S:18]([C:12]3[CH:13]=[CH:14][CH:15]=[CH:16][CH:17]=3)(=[O:20])=[O:19])[CH:22]=2)[CH:7]=1, predict the reactants needed to synthesize it.